This data is from Forward reaction prediction with 1.9M reactions from USPTO patents (1976-2016). The task is: Predict the product of the given reaction. (1) Given the reactants BrCCBr.Cl[Si](C)(C)C.I[CH:11]1[CH2:14][N:13]([C:15]([O:17][C:18]([CH3:21])([CH3:20])[CH3:19])=[O:16])[CH2:12]1.O1C=CC=C1P(C1OC=CC=1)C1OC=CC=1.[C:38]([C:41]1[CH:48]=[C:47]([CH3:49])[C:44]([C:45]#[N:46])=[C:43](I)[C:42]=1[O:51][CH3:52])(=[O:40])[CH3:39], predict the reaction product. The product is: [C:38]([C:41]1[C:42]([O:51][CH3:52])=[C:43]([CH:11]2[CH2:14][N:13]([C:15]([O:17][C:18]([CH3:21])([CH3:20])[CH3:19])=[O:16])[CH2:12]2)[C:44]([C:45]#[N:46])=[C:47]([CH3:49])[CH:48]=1)(=[O:40])[CH3:39]. (2) Given the reactants [NH2:1][C:2]1[CH:29]=[CH:28][C:5]([O:6][C:7]2[CH:8]=[CH:9][C:10]([F:27])=[C:11]([NH:13][C:14](=[O:26])[CH2:15][C:16]3[CH:21]=[CH:20][CH:19]=[C:18]([C:22]([F:25])([F:24])[F:23])[CH:17]=3)[CH:12]=2)=[C:4]([C:30]#[N:31])[CH:3]=1.[S-:32][C:33]#[N:34].[K+].BrBr, predict the reaction product. The product is: [NH2:34][C:33]1[S:32][C:3]2[C:4]([C:30]#[N:31])=[C:5]([O:6][C:7]3[CH:8]=[CH:9][C:10]([F:27])=[C:11]([NH:13][C:14](=[O:26])[CH2:15][C:16]4[CH:21]=[CH:20][CH:19]=[C:18]([C:22]([F:23])([F:24])[F:25])[CH:17]=4)[CH:12]=3)[CH:28]=[CH:29][C:2]=2[N:1]=1. (3) Given the reactants [CH2:1]([O:6][CH2:7][C:8]1[N:16]2[C:11]([CH:12]=[CH:13][CH:14]=[CH:15]2)=[CH:10][CH:9]=1)[CH2:2][CH2:3][CH2:4][CH3:5].[CH3:17][Si](C)(C)C#C/C=C\C1C=CC=CN=1.[F-].[Cs+], predict the reaction product. The product is: [CH:1]1([O:6][CH2:7][C:8]2[N:16]3[C:11]([CH:12]=[CH:13][CH:14]=[CH:15]3)=[CH:10][CH:9]=2)[CH2:17][CH2:5][CH2:4][CH2:3][CH2:2]1.